This data is from HIV replication inhibition screening data with 41,000+ compounds from the AIDS Antiviral Screen. The task is: Binary Classification. Given a drug SMILES string, predict its activity (active/inactive) in a high-throughput screening assay against a specified biological target. (1) The molecule is C[N+]1(CC(=O)O)C2CCC1CC(O)C2. The result is 0 (inactive). (2) The molecule is CN(C)c1ccc(C=C(NC(=O)c2ccccc2)C(=O)NCC(=O)O)cc1. The result is 0 (inactive). (3) The molecule is O=S1(=O)CC2C3C=CC(O3)C21. The result is 0 (inactive). (4) The molecule is CCN(CC)C(=O)N1CCN(C=S)CC1. The result is 0 (inactive). (5) The drug is CN1OC2CCC1CC(OC(c1ccccc1)c1ccccc1)C2. The result is 0 (inactive).